From a dataset of Forward reaction prediction with 1.9M reactions from USPTO patents (1976-2016). Predict the product of the given reaction. Given the reactants [Cl:1][C:2]1[CH:7]=[CH:6][C:5]([CH:8]2[S:14][C:13]([CH3:16])([CH3:15])[C:12](=O)[NH:11][C:10]3[N:18]([CH3:24])[N:19]=[C:20]([CH:21]4[CH2:23][CH2:22]4)[C:9]2=3)=[C:4]([CH3:25])[CH:3]=1.O1CCCC1.B.Cl.[OH-].[Na+], predict the reaction product. The product is: [Cl:1][C:2]1[CH:7]=[CH:6][C:5]([CH:8]2[S:14][C:13]([CH3:15])([CH3:16])[CH2:12][NH:11][C:10]3[N:18]([CH3:24])[N:19]=[C:20]([CH:21]4[CH2:23][CH2:22]4)[C:9]2=3)=[C:4]([CH3:25])[CH:3]=1.